From a dataset of Forward reaction prediction with 1.9M reactions from USPTO patents (1976-2016). Predict the product of the given reaction. Given the reactants [N:1]1[S:2][N:3]=[C:4]2[CH:9]=[C:8]([C:10](=[O:17])[C:11]#[C:12][C:13](O)([CH3:15])[CH3:14])[CH:7]=[CH:6][C:5]=12.C(NCC)C.C([OH:25])C, predict the reaction product. The product is: [N:1]1[S:2][N:3]=[C:4]2[CH:9]=[C:8]([C:10]3[O:17][C:13]([CH3:14])([CH3:15])[C:12](=[O:25])[CH:11]=3)[CH:7]=[CH:6][C:5]=12.